Task: Predict the reactants needed to synthesize the given product.. Dataset: Full USPTO retrosynthesis dataset with 1.9M reactions from patents (1976-2016) (1) The reactants are: [CH3:1][C:2]1([CH3:10])[CH2:7][CH2:6][C:5](=[O:8])[CH2:4][C:3]1=[O:9].[C:11](C#N)(=[O:18])[C:12]1[CH:17]=[CH:16][CH:15]=[CH:14][CH:13]=1.[CH2:21](N(CC)CC)C.Cl. Given the product [C:11]([CH:4]1[C:5](=[O:8])[CH:6]([CH3:21])[CH2:7][C:2]([CH3:10])([CH3:1])[C:3]1=[O:9])(=[O:18])[C:12]1[CH:17]=[CH:16][CH:15]=[CH:14][CH:13]=1, predict the reactants needed to synthesize it. (2) Given the product [C:1]([O:5][C:6]([N:8]1[CH2:13][CH2:12][CH:11]([N:14]2[C:18]3=[N:19][CH:20]=[N:21][C:22]([O:24][C:25]4[CH:34]=[C:33]5[C:28]([C:29]([CH3:36])=[CH:30][C:31](=[O:35])[O:32]5)=[CH:27][CH:26]=4)=[C:17]3[CH:16]=[N:15]2)[CH2:10][CH2:9]1)=[O:7])([CH3:4])([CH3:3])[CH3:2], predict the reactants needed to synthesize it. The reactants are: [C:1]([O:5][C:6]([N:8]1[CH2:13][CH2:12][CH:11]([N:14]2[C:18]3=[N:19][CH:20]=[N:21][C:22](Cl)=[C:17]3[CH:16]=[N:15]2)[CH2:10][CH2:9]1)=[O:7])([CH3:4])([CH3:3])[CH3:2].[OH:24][C:25]1[CH:34]=[C:33]2[C:28]([C:29]([CH3:36])=[CH:30][C:31](=[O:35])[O:32]2)=[CH:27][CH:26]=1.C(=O)([O-])[O-].[K+].[K+]. (3) Given the product [C:15]([C:14]1[C:9]([C@@H:7]2[CH2:8][C@H:6]2[C:4]([OH:5])=[O:3])=[N:10][C:11]([S:18][CH2:19][C:20]2[CH:25]=[CH:24][CH:23]=[C:22]([F:26])[C:21]=2[F:27])=[N:12][C:13]=1[OH:17])#[N:16], predict the reactants needed to synthesize it. The reactants are: C([O:3][C:4]([C@@H:6]1[CH2:8][C@H:7]1[C:9]1[C:14]([C:15]#[N:16])=[C:13]([OH:17])[N:12]=[C:11]([S:18][CH2:19][C:20]2[CH:25]=[CH:24][CH:23]=[C:22]([F:26])[C:21]=2[F:27])[N:10]=1)=[O:5])C.[OH-].[Na+].Cl. (4) Given the product [CH3:9][C:3]([N:1]([C:13]1([C:19]#[N:20])[CH2:18][CH2:17][CH2:16][CH2:15][CH2:14]1)[O:2][C:13]1([C:19]#[N:20])[CH2:18][CH2:17][CH2:16][CH2:15][CH2:14]1)([CH3:10])[CH2:4][C:5]([CH3:8])([CH3:7])[CH3:6], predict the reactants needed to synthesize it. The reactants are: [N:1]([C:3]([CH3:10])([CH3:9])[CH2:4][C:5]([CH3:8])([CH3:7])[CH3:6])=[O:2].N([C:13]1([C:19]#[N:20])[CH2:18][CH2:17][CH2:16][CH2:15][CH2:14]1)=N[C:13]1([C:19]#[N:20])[CH2:18][CH2:17][CH2:16][CH2:15][CH2:14]1. (5) Given the product [N+:8]([C:5]1[CH:6]=[CH:7][C:2]2[N:1]=[C:12]([CH2:13][OH:14])[NH:11][C:3]=2[CH:4]=1)([O-:10])=[O:9], predict the reactants needed to synthesize it. The reactants are: [NH2:1][C:2]1[CH:7]=[CH:6][C:5]([N+:8]([O-:10])=[O:9])=[CH:4][C:3]=1[NH2:11].[C:12](O)(=O)[CH2:13][OH:14].Cl.O.C. (6) Given the product [CH3:13][C:14]1[CH:19]=[C:18]([C:2]2[CH:7]=[CH:6][N:5]=[C:4]3[NH:8][CH:9]=[C:10]([C:11]#[N:12])[C:3]=23)[CH:17]=[CH:16][CH:15]=1, predict the reactants needed to synthesize it. The reactants are: Cl[C:2]1[CH:7]=[CH:6][N:5]=[C:4]2[NH:8][CH:9]=[C:10]([C:11]#[N:12])[C:3]=12.[CH3:13][C:14]1[CH:15]=[C:16](B(O)O)[CH:17]=[CH:18][CH:19]=1.